The task is: Predict the product of the given reaction.. This data is from Forward reaction prediction with 1.9M reactions from USPTO patents (1976-2016). (1) Given the reactants [C:1]([O:5][C:6]([N:8]([CH2:15][CH2:16][S:17][S:18][C:19]([CH3:22])([CH3:21])[CH3:20])[CH2:9][C:10]([O:12]CC)=[O:11])=[O:7])([CH3:4])([CH3:3])[CH3:2].[OH-].[K+], predict the reaction product. The product is: [C:1]([O:5][C:6]([N:8]([CH2:15][CH2:16][S:17][S:18][C:19]([CH3:22])([CH3:21])[CH3:20])[CH2:9][C:10]([OH:12])=[O:11])=[O:7])([CH3:4])([CH3:3])[CH3:2]. (2) Given the reactants [NH:1]1[C:9]2[C:4](=[CH:5][C:6]([C:10]3[N:15]=[N:14][C:13]([O:16][C@H:17]4[CH:22]5[CH2:23][CH2:24][N:19]([CH2:20][CH2:21]5)[CH2:18]4)=[CH:12][CH:11]=3)=[CH:7][CH:8]=2)[CH:3]=[CH:2]1.[C:25]([OH:32])(=[O:31])/[CH:26]=[CH:27]/[C:28]([OH:30])=[O:29], predict the reaction product. The product is: [C:25]([OH:32])(=[O:31])/[CH:26]=[CH:27]/[C:28]([OH:30])=[O:29].[NH:1]1[C:9]2[C:4](=[CH:5][C:6]([C:10]3[N:15]=[N:14][C:13]([O:16][C@H:17]4[CH:22]5[CH2:21][CH2:20][N:19]([CH2:24][CH2:23]5)[CH2:18]4)=[CH:12][CH:11]=3)=[CH:7][CH:8]=2)[CH:3]=[CH:2]1. (3) Given the reactants Cl[C:2]([O:4][CH2:5][C:6]1[CH:11]=[CH:10][CH:9]=[CH:8][CH:7]=1)=[O:3].[CH3:12][C:13]1[CH:18]=[C:17]([N:19]2[CH2:24][CH2:23][O:22][CH2:21][CH2:20]2)[CH:16]=[C:15]([CH3:25])[C:14]=1[NH2:26].C(N(CC)C(C)C)(C)C, predict the reaction product. The product is: [CH2:5]([O:4][C:2](=[O:3])[NH:26][C:14]1[C:15]([CH3:25])=[CH:16][C:17]([N:19]2[CH2:20][CH2:21][O:22][CH2:23][CH2:24]2)=[CH:18][C:13]=1[CH3:12])[C:6]1[CH:11]=[CH:10][CH:9]=[CH:8][CH:7]=1. (4) Given the reactants C(OC(=O)[NH:7][C:8]1[CH:13]=[CH:12][CH:11]=[CH:10][C:9]=1[CH2:14][N:15]1[C:23]2[CH:22]=[C:21]3[NH:24][C:25]([NH:27][C:28]([C:30]4[CH:31]=[N:32][CH:33]=[CH:34][CH:35]=4)=[O:29])=[N:26][C:20]3=[CH:19][C:18]=2[C:17]([CH3:37])([CH3:36])[C:16]1=[O:38])(C)(C)C.C([O-])([O-])=O.[K+].[K+], predict the reaction product. The product is: [NH2:7][C:8]1[CH:13]=[CH:12][CH:11]=[CH:10][C:9]=1[CH2:14][N:15]1[C:23]2[CH:22]=[C:21]3[NH:24][C:25]([NH:27][C:28](=[O:29])[C:30]4[CH:35]=[CH:34][CH:33]=[N:32][CH:31]=4)=[N:26][C:20]3=[CH:19][C:18]=2[C:17]([CH3:37])([CH3:36])[C:16]1=[O:38]. (5) Given the reactants [CH2:1]([N:4]([C:12]1[C:13](Br)=[N:14][CH:15]=[CH:16][CH:17]=1)[C:5](=[O:11])[O:6][C:7]([CH3:10])([CH3:9])[CH3:8])[CH:2]=[CH2:3].C1C=CC(P(C2C=CC=CC=2)C2C=CC=CC=2)=CC=1.CC([O-])=O.[K+], predict the reaction product. The product is: [CH2:3]=[C:2]1[C:13]2=[N:14][CH:15]=[CH:16][CH:17]=[C:12]2[N:4]([C:5]([O:6][C:7]([CH3:10])([CH3:9])[CH3:8])=[O:11])[CH2:1]1. (6) Given the reactants [Cl:1][C:2]1[S:3][C:4]([C:19]([O:21]CC)=[O:20])=[C:5]([O:7][CH2:8][C:9]2[CH:14]=[CH:13][CH:12]=[CH:11][C:10]=2[C:15]([F:18])([F:17])[F:16])[N:6]=1.[Li+].[OH-].[OH-].[Na+].C(OCC)C, predict the reaction product. The product is: [Cl:1][C:2]1[S:3][C:4]([C:19]([OH:21])=[O:20])=[C:5]([O:7][CH2:8][C:9]2[CH:14]=[CH:13][CH:12]=[CH:11][C:10]=2[C:15]([F:17])([F:16])[F:18])[N:6]=1. (7) Given the reactants N1C=CC=CC=1.[CH2:7]([O:14][N:15]1[C:21](=[O:22])[N:20]2[CH2:23][C@H:16]1[CH2:17][CH2:18][C@H:19]2[C:24]([NH:26][NH:27][C:28]([N:30]1[CH2:35][CH2:34][N:33]([C:36]([O:38][C:39]([CH3:42])([CH3:41])[CH3:40])=[O:37])[CH2:32][CH2:31]1)=[O:29])=O)[C:8]1[CH:13]=[CH:12][CH:11]=[CH:10][CH:9]=1.O(S(C(F)(F)F)(=O)=O)S(C(F)(F)F)(=O)=O.C([O-])(O)=O.[Na+], predict the reaction product. The product is: [CH2:7]([O:14][N:15]1[C:21](=[O:22])[N:20]2[CH2:23][C@H:16]1[CH2:17][CH2:18][C@H:19]2[C:24]1[O:29][C:28]([N:30]2[CH2:35][CH2:34][N:33]([C:36]([O:38][C:39]([CH3:41])([CH3:42])[CH3:40])=[O:37])[CH2:32][CH2:31]2)=[N:27][N:26]=1)[C:8]1[CH:9]=[CH:10][CH:11]=[CH:12][CH:13]=1. (8) Given the reactants [N:1]([CH2:4][CH:5]1[CH2:9][C:8]2[CH:10]=[CH:11][CH:12]=[C:13]([C:14]3[CH:19]=[CH:18][CH:17]=[CH:16][C:15]=3[CH3:20])[C:7]=2[O:6]1)=[N+]=[N-], predict the reaction product. The product is: [CH3:20][C:15]1[CH:16]=[CH:17][CH:18]=[CH:19][C:14]=1[C:13]1[C:7]2[O:6][CH:5]([CH2:4][NH2:1])[CH2:9][C:8]=2[CH:10]=[CH:11][CH:12]=1.